Dataset: Catalyst prediction with 721,799 reactions and 888 catalyst types from USPTO. Task: Predict which catalyst facilitates the given reaction. Reactant: [C:1]([O:5][C:6](=[O:21])[CH2:7][C@@H:8]([CH2:12][CH2:13][CH2:14][CH:15]1[CH2:20][CH2:19][CH2:18][CH2:17][CH2:16]1)[C:9]([OH:11])=[O:10])([CH3:4])([CH3:3])[CH3:2].Cl.CN(C)CCCN=C=NCC.CN1CCOCC1.O.ON1C2C=CC=CC=2N=N1.O/[N:53]=[C:54](\[NH2:62])/[CH2:55][S:56]([CH2:59][CH2:60][CH3:61])(=[O:58])=[O:57]. Product: [NH2:62]/[C:54](=[N:53]\[O:10][C:9]([C@H:8]([CH2:12][CH2:13][CH2:14][CH:15]1[CH2:16][CH2:17][CH2:18][CH2:19][CH2:20]1)[CH2:7][C:6]([O:5][C:1]([CH3:4])([CH3:2])[CH3:3])=[O:21])=[O:11])/[CH2:55][S:56]([CH2:59][CH2:60][CH3:61])(=[O:58])=[O:57]. The catalyst class is: 46.